Dataset: Reaction yield outcomes from USPTO patents with 853,638 reactions. Task: Predict the reaction yield, written as a fraction of the theoretical maximum amount of product (1.0 means a 100% yield; for example, 0.34 means a 34% yield). (1) The reactants are [CH3:1][O:2][C:3]1[CH:4]=[C:5]2[C:10](=[CH:11][C:12]=1[O:13][CH2:14][CH2:15][CH2:16][S:17]([CH3:20])(=[O:19])=[O:18])[N:9]=[CH:8][NH:7][C:6]2=O.CN(C=O)C.C1(C)C=CC=CC=1.C(=O)([O-])O.[Na+].S(Cl)([Cl:41])=O. No catalyst specified. The product is [Cl:41][C:6]1[C:5]2[C:10](=[CH:11][C:12]([O:13][CH2:14][CH2:15][CH2:16][S:17]([CH3:20])(=[O:19])=[O:18])=[C:3]([O:2][CH3:1])[CH:4]=2)[N:9]=[CH:8][N:7]=1. The yield is 0.880. (2) The reactants are [CH3:1][C:2]1[C:6]2[CH:7]=[C:8]([N:11]3[CH2:16][CH2:15][O:14][CH2:13][CH2:12]3)[CH:9]=[CH:10][C:5]=2[O:4][C:3]=1[C:17](OC)=[O:18].[H-].[Al+3].[Li+].[H-].[H-].[H-].C[N+]1([O-])CCOCC1. The catalyst is O1CCCC1.C(#N)C.[Ru]([O-])(=O)(=O)=O. The product is [CH3:1][C:2]1[C:6]2[CH:7]=[C:8]([N:11]3[CH2:16][CH2:15][O:14][CH2:13][CH2:12]3)[CH:9]=[CH:10][C:5]=2[O:4][C:3]=1[CH:17]=[O:18]. The yield is 0.400.